From a dataset of CYP1A2 inhibition data for predicting drug metabolism from PubChem BioAssay. Regression/Classification. Given a drug SMILES string, predict its absorption, distribution, metabolism, or excretion properties. Task type varies by dataset: regression for continuous measurements (e.g., permeability, clearance, half-life) or binary classification for categorical outcomes (e.g., BBB penetration, CYP inhibition). Dataset: cyp1a2_veith. The compound is COc1ccc(CN2CC(C(=O)NCCC3=CCCCC3)CC2=O)cc1. The result is 0 (non-inhibitor).